This data is from NCI-60 drug combinations with 297,098 pairs across 59 cell lines. The task is: Regression. Given two drug SMILES strings and cell line genomic features, predict the synergy score measuring deviation from expected non-interaction effect. (1) Drug 1: C1CC(=O)NC(=O)C1N2CC3=C(C2=O)C=CC=C3N. Drug 2: C1=CC(=C2C(=C1NCCNCCO)C(=O)C3=C(C=CC(=C3C2=O)O)O)NCCNCCO. Cell line: SK-MEL-28. Synergy scores: CSS=41.9, Synergy_ZIP=1.38, Synergy_Bliss=0.543, Synergy_Loewe=-38.8, Synergy_HSA=2.11. (2) Drug 1: C1CCC(CC1)NC(=O)N(CCCl)N=O. Drug 2: C(CC(=O)O)C(=O)CN.Cl. Cell line: SNB-19. Synergy scores: CSS=38.1, Synergy_ZIP=-8.70, Synergy_Bliss=-6.78, Synergy_Loewe=-10.1, Synergy_HSA=-6.07. (3) Drug 1: C1CCC(C1)C(CC#N)N2C=C(C=N2)C3=C4C=CNC4=NC=N3. Drug 2: CC1=C(C=C(C=C1)C(=O)NC2=CC(=CC(=C2)C(F)(F)F)N3C=C(N=C3)C)NC4=NC=CC(=N4)C5=CN=CC=C5. Cell line: SK-MEL-28. Synergy scores: CSS=-4.46, Synergy_ZIP=3.83, Synergy_Bliss=3.97, Synergy_Loewe=-2.58, Synergy_HSA=-0.754. (4) Drug 1: CC1=CC2C(CCC3(C2CCC3(C(=O)C)OC(=O)C)C)C4(C1=CC(=O)CC4)C. Drug 2: CC1=C(N=C(N=C1N)C(CC(=O)N)NCC(C(=O)N)N)C(=O)NC(C(C2=CN=CN2)OC3C(C(C(C(O3)CO)O)O)OC4C(C(C(C(O4)CO)O)OC(=O)N)O)C(=O)NC(C)C(C(C)C(=O)NC(C(C)O)C(=O)NCCC5=NC(=CS5)C6=NC(=CS6)C(=O)NCCC[S+](C)C)O. Cell line: MDA-MB-231. Synergy scores: CSS=-9.29, Synergy_ZIP=0.860, Synergy_Bliss=-2.60, Synergy_Loewe=-24.9, Synergy_HSA=-14.9. (5) Drug 1: CC1=C2C(C(=O)C3(C(CC4C(C3C(C(C2(C)C)(CC1OC(=O)C(C(C5=CC=CC=C5)NC(=O)C6=CC=CC=C6)O)O)OC(=O)C7=CC=CC=C7)(CO4)OC(=O)C)O)C)OC(=O)C. Drug 2: C1=CN(C=N1)CC(O)(P(=O)(O)O)P(=O)(O)O. Cell line: RXF 393. Synergy scores: CSS=5.99, Synergy_ZIP=-4.04, Synergy_Bliss=-5.84, Synergy_Loewe=1.25, Synergy_HSA=-3.13. (6) Drug 1: CC(C1=C(C=CC(=C1Cl)F)Cl)OC2=C(N=CC(=C2)C3=CN(N=C3)C4CCNCC4)N. Drug 2: CN1C2=C(C=C(C=C2)N(CCCl)CCCl)N=C1CCCC(=O)O.Cl. Cell line: KM12. Synergy scores: CSS=31.2, Synergy_ZIP=-2.04, Synergy_Bliss=-1.92, Synergy_Loewe=0.980, Synergy_HSA=1.03. (7) Drug 1: C1CCN(CC1)CCOC2=CC=C(C=C2)C(=O)C3=C(SC4=C3C=CC(=C4)O)C5=CC=C(C=C5)O. Drug 2: CC1CCC2CC(C(=CC=CC=CC(CC(C(=O)C(C(C(=CC(C(=O)CC(OC(=O)C3CCCCN3C(=O)C(=O)C1(O2)O)C(C)CC4CCC(C(C4)OC)O)C)C)O)OC)C)C)C)OC. Cell line: MALME-3M. Synergy scores: CSS=33.1, Synergy_ZIP=2.23, Synergy_Bliss=2.69, Synergy_Loewe=-14.2, Synergy_HSA=1.76.